From a dataset of HIV replication inhibition screening data with 41,000+ compounds from the AIDS Antiviral Screen. Binary Classification. Given a drug SMILES string, predict its activity (active/inactive) in a high-throughput screening assay against a specified biological target. The drug is CC#CC(O)(C(=O)OC1CCN(C)C1)c1ccccc1. The result is 0 (inactive).